This data is from Catalyst prediction with 721,799 reactions and 888 catalyst types from USPTO. The task is: Predict which catalyst facilitates the given reaction. Reactant: [NH2:1][C:2]1[S:3][C:4]([C:17]2[CH:22]=[CH:21][C:20]([S:23][CH3:24])=[CH:19][CH:18]=2)=[C:5]([C:7]2[CH:16]=[CH:15][C:10]([C:11](OC)=[O:12])=[CH:9][CH:8]=2)[N:6]=1.[H-].[Al+3].[Li+].[H-].[H-].[H-].C(OCC)(=O)C.O. Product: [NH2:1][C:2]1[S:3][C:4]([C:17]2[CH:22]=[CH:21][C:20]([S:23][CH3:24])=[CH:19][CH:18]=2)=[C:5]([C:7]2[CH:8]=[CH:9][C:10]([CH2:11][OH:12])=[CH:15][CH:16]=2)[N:6]=1. The catalyst class is: 7.